Dataset: Forward reaction prediction with 1.9M reactions from USPTO patents (1976-2016). Task: Predict the product of the given reaction. (1) Given the reactants Br[C:2]1[CH:29]=[C:5]2[CH2:6][N:7]([C:11]([O:13][CH2:14][C:15]3[CH:20]=[C:19]([C:21]([F:24])([F:23])[F:22])[CH:18]=[C:17]([C:25]([F:28])([F:27])[F:26])[CH:16]=3)=[O:12])[CH2:8][CH2:9][CH2:10][N:4]2[N:3]=1.[CH3:30][N:31]1[CH2:36][CH2:35][NH:34][CH2:33][CH2:32]1.C(O[Na])(C)(C)C.C(P(C(C)(C)C)C1C=CC=CC=1C1C=CC=CC=1)(C)(C)C, predict the reaction product. The product is: [CH3:30][N:31]1[CH2:36][CH2:35][N:34]([C:2]2[CH:29]=[C:5]3[CH2:6][N:7]([C:11]([O:13][CH2:14][C:15]4[CH:20]=[C:19]([C:21]([F:24])([F:23])[F:22])[CH:18]=[C:17]([C:25]([F:28])([F:27])[F:26])[CH:16]=4)=[O:12])[CH2:8][CH2:9][CH2:10][N:4]3[N:3]=2)[CH2:33][CH2:32]1. (2) Given the reactants [CH3:1][S:2]([NH:5][C:6]1[C:7]([C:19]2[CH:24]=[CH:23][CH:22]=[CH:21][CH:20]=2)=[N:8][C:9]2[C:14]([C:15]=1[C:16]([OH:18])=O)=[CH:13][CH:12]=[CH:11][CH:10]=2)(=[O:4])=[O:3].C1C=C2N=NN(O)C2=CC=1.O.CN1CCOCC1.CCN=C=NCCCN(C)C.[C:54]1([C@@H:60]([NH2:63])[CH2:61][CH3:62])[CH:59]=[CH:58][CH:57]=[CH:56][CH:55]=1, predict the reaction product. The product is: [CH3:1][S:2]([NH:5][C:6]1[C:7]([C:19]2[CH:24]=[CH:23][CH:22]=[CH:21][CH:20]=2)=[N:8][C:9]2[C:14]([C:15]=1[C:16]([NH:63][C@H:60]([C:54]1[CH:59]=[CH:58][CH:57]=[CH:56][CH:55]=1)[CH2:61][CH3:62])=[O:18])=[CH:13][CH:12]=[CH:11][CH:10]=2)(=[O:4])=[O:3]. (3) Given the reactants [Cl:1][C:2]1[CH:7]=[CH:6][C:5]([CH2:8][C:9]([OH:11])=O)=[CH:4][CH:3]=1.S(Cl)([Cl:14])=O, predict the reaction product. The product is: [Cl:1][C:2]1[CH:7]=[CH:6][C:5]([CH2:8][C:9]([Cl:14])=[O:11])=[CH:4][CH:3]=1. (4) Given the reactants [C:1]([O:5][C:6](=[O:21])[NH:7][C:8]1[CH:13]=[C:12]([N:14]2[CH2:18][CH2:17][CH2:16][CH2:15]2)[C:11]([Cl:19])=[CH:10][C:9]=1[NH2:20])([CH3:4])([CH3:3])[CH3:2].C([O:26][C:27](=O)[CH2:28][C:29](=[O:49])[C:30]1[CH:35]=[CH:34][CH:33]=[C:32]([N:36]2[C:40]([CH2:41][O:42][CH:43]3[CH2:48][CH2:47][CH2:46][CH2:45][O:44]3)=[CH:39][N:38]=[N:37]2)[CH:31]=1)(C)(C)C, predict the reaction product. The product is: [C:1]([O:5][C:6](=[O:21])[NH:7][C:8]1[CH:13]=[C:12]([N:14]2[CH2:18][CH2:17][CH2:16][CH2:15]2)[C:11]([Cl:19])=[CH:10][C:9]=1[NH:20][C:27](=[O:26])[CH2:28][C:29](=[O:49])[C:30]1[CH:35]=[CH:34][CH:33]=[C:32]([N:36]2[C:40]([CH2:41][O:42][CH:43]3[CH2:48][CH2:47][CH2:46][CH2:45][O:44]3)=[CH:39][N:38]=[N:37]2)[CH:31]=1)([CH3:4])([CH3:2])[CH3:3]. (5) Given the reactants [N:1]1([C:7]2[CH:12]=[C:11]([NH2:13])[C:10]([N+:14]([O-])=O)=[CH:9][N:8]=2)[CH2:6][CH2:5]O[CH2:3][CH2:2]1.N1CCCC1, predict the reaction product. The product is: [N:1]1([C:7]2[N:8]=[CH:9][C:10]([NH2:14])=[C:11]([NH2:13])[CH:12]=2)[CH2:6][CH2:5][CH2:3][CH2:2]1.